Predict the product of the given reaction. From a dataset of Forward reaction prediction with 1.9M reactions from USPTO patents (1976-2016). Given the reactants [N+:1]([C:4]1[CH:5]=[C:6]([CH2:10][C:11]([OH:13])=O)[CH:7]=[CH:8][CH:9]=1)([O-:3])=[O:2].[CH2:14]([CH2:16][NH2:17])[OH:15].C(N(CC)CC)C.F[P-](F)(F)(F)(F)F.N1(O[P+](N2CCCC2)(N2CCCC2)N2CCCC2)C2C=CC=CC=2N=N1, predict the reaction product. The product is: [OH:15][CH2:14][CH2:16][NH:17][C:11](=[O:13])[CH2:10][C:6]1[CH:7]=[CH:8][CH:9]=[C:4]([N+:1]([O-:3])=[O:2])[CH:5]=1.